Dataset: Catalyst prediction with 721,799 reactions and 888 catalyst types from USPTO. Task: Predict which catalyst facilitates the given reaction. (1) Reactant: [C:1]1([CH:7]2[CH2:12][CH2:11][NH:10][CH2:9][CH2:8]2)[CH:6]=[CH:5][CH:4]=[CH:3][CH:2]=1.[C:13]([O:17][C:18]([N:20]1[CH2:24][CH2:23][C:22](=O)[CH2:21]1)=[O:19])([CH3:16])([CH3:15])[CH3:14].[BH-](OC(C)=O)(OC(C)=O)OC(C)=O.[Na+]. Product: [C:13]([O:17][C:18]([N:20]1[CH2:24][CH2:23][CH:22]([N:10]2[CH2:9][CH2:8][CH:7]([C:1]3[CH:6]=[CH:5][CH:4]=[CH:3][CH:2]=3)[CH2:12][CH2:11]2)[CH2:21]1)=[O:19])([CH3:16])([CH3:14])[CH3:15]. The catalyst class is: 5. (2) Reactant: [CH3:1][C:2]([C:13]1[CH:18]=[CH:17][C:16]([N+:19]([O-])=O)=[CH:15][N:14]=1)([C:8]([O:10][CH2:11][CH3:12])=[O:9])[C:3]([O:5][CH2:6][CH3:7])=[O:4].O. Product: [NH2:19][C:16]1[CH:17]=[CH:18][C:13]([C:2]([CH3:1])([C:3]([O:5][CH2:6][CH3:7])=[O:4])[C:8]([O:10][CH2:11][CH3:12])=[O:9])=[N:14][CH:15]=1. The catalyst class is: 180. (3) Reactant: C(OC([N:8]1[CH2:13][CH2:12][CH2:11][CH2:10][C@H:9]1[C:14]([OH:16])=O)=O)(C)(C)C.C[N:18]1CCOCC1.ClC(OCC(C)C)=O.[OH-].[NH4+]. Product: [NH:8]1[CH2:13][CH2:12][CH2:11][CH2:10][C@H:9]1[C:14]([NH2:18])=[O:16]. The catalyst class is: 7. (4) Reactant: [P:1]([O:12][C:13]([CH3:16])([CH3:15])[CH3:14])([O:7][C:8]([CH3:11])([CH3:10])[CH3:9])([O:3][CH2:4][CH2:5][NH2:6])=[O:2].CCN(CC)CC.[Cl:24][CH2:25][CH:26]1[C:34]2[C:33]3[CH:35]=[CH:36][C:37]([S:39](Cl)(=[O:41])=[O:40])=[CH:38][C:32]=3[C:31]([N+:43]([O-:45])=[O:44])=[CH:30][C:29]=2[N:28](C(=O)C(F)(F)F)[CH2:27]1.C([O-])([O-])=O.[Cs+].[Cs+]. Product: [P:1]([O:3][CH2:4][CH2:5][NH:6][S:39]([C:37]1[CH:36]=[CH:35][C:33]2[C:34]3[CH:26]([CH2:25][Cl:24])[CH2:27][NH:28][C:29]=3[CH:30]=[C:31]([N+:43]([O-:45])=[O:44])[C:32]=2[CH:38]=1)(=[O:41])=[O:40])([O:7][C:8]([CH3:10])([CH3:9])[CH3:11])([O:12][C:13]([CH3:16])([CH3:15])[CH3:14])=[O:2]. The catalyst class is: 278.